This data is from Full USPTO retrosynthesis dataset with 1.9M reactions from patents (1976-2016). The task is: Predict the reactants needed to synthesize the given product. (1) Given the product [O:10]=[CH:2][C:1](=[CH2:4])[CH3:3].[C:9]([OH:5])(=[O:10])[C:7]([CH3:8])=[CH2:6], predict the reactants needed to synthesize it. The reactants are: [C:1]([OH:5])([CH3:4])([CH3:3])[CH3:2].[CH3:6][C:7](=[CH2:9])[CH3:8].[OH2:10]. (2) Given the product [CH2:4]([O:6][C:7]([CH:9]1[C:15](=[O:16])[CH2:14][CH2:13][N:12]([C:17]([O:19][C:20]([CH3:22])([CH3:21])[CH3:23])=[O:18])[CH2:11][CH:10]1[CH3:1])=[O:8])[CH3:5], predict the reactants needed to synthesize it. The reactants are: [CH3:1][Mg]Br.[CH2:4]([O:6][C:7]([C:9]1[C:15](=[O:16])[CH2:14][CH2:13][N:12]([C:17]([O:19][C:20]([CH3:23])([CH3:22])[CH3:21])=[O:18])[CH2:11][CH:10]=1)=[O:8])[CH3:5].[Cl-].[NH4+]. (3) Given the product [CH3:1][C:2]1[CH:3]=[CH:4][C:5]([S:8]([O:11][CH2:12][CH:13]2[CH2:17][C:16]3[CH:18]=[C:19]([Cl:30])[CH:20]=[C:21]([C:31]4[CH:36]=[CH:35][CH:34]=[CH:33][CH:32]=4)[C:15]=3[O:14]2)(=[O:10])=[O:9])=[CH:6][CH:7]=1, predict the reactants needed to synthesize it. The reactants are: [CH3:1][C:2]1[CH:7]=[CH:6][C:5]([S:8]([O:11][CH2:12][CH:13]2[CH2:17][C:16]3[CH:18]=[C:19]([Cl:30])[CH:20]=[C:21](OS(C(F)(F)F)(=O)=O)[C:15]=3[O:14]2)(=[O:10])=[O:9])=[CH:4][CH:3]=1.[C:31]1(B(O)O)[CH:36]=[CH:35][CH:34]=[CH:33][CH:32]=1.C(=O)([O-])[O-].[K+].[K+]. (4) Given the product [Br:2][C:3]1[C:11]2[C:6](=[N:7][CH:8]=[C:9]([C:12]3[CH:17]=[CH:16][CH:15]=[CH:14][CH:13]=3)[CH:10]=2)[N:5]([C:32]([O:31][C:27]([CH3:30])([CH3:29])[CH3:28])=[O:33])[CH:4]=1, predict the reactants needed to synthesize it. The reactants are: Br.[Br:2][C:3]1[C:11]2[C:6](=[N:7][CH:8]=[C:9]([C:12]3[CH:17]=[CH:16][CH:15]=[CH:14][CH:13]=3)[CH:10]=2)[NH:5][CH:4]=1.C(N(C(C)C)CC)(C)C.[C:27]([O:31][C:32](O[C:32]([O:31][C:27]([CH3:30])([CH3:29])[CH3:28])=[O:33])=[O:33])([CH3:30])([CH3:29])[CH3:28].CN(C1C=CC=CN=1)C. (5) Given the product [OH:23][CH2:22][CH2:21][CH2:20][CH2:19][C:18]1([OH:24])[CH2:6][CH2:5][CH2:4][CH2:3][CH2:2]1, predict the reactants needed to synthesize it. The reactants are: Br[CH2:2][CH2:3][CH2:4][CH2:5][CH2:6]Br.[Mg].II.BrC(Br)(CC)CC.[C:18]1(=[O:24])[O:23][CH2:22][CH2:21][CH2:20][CH2:19]1.